Dataset: Tyrosyl-DNA phosphodiesterase HTS with 341,365 compounds. Task: Binary Classification. Given a drug SMILES string, predict its activity (active/inactive) in a high-throughput screening assay against a specified biological target. (1) The compound is Clc1ccc(CCNc2ncnc3nc[nH]c23)cc1. The result is 0 (inactive). (2) The compound is O=C1C(N2CCCC2)=C(NCc2ccc(cc2)C(=O)NCc2ccc(cc2)C)C1=O. The result is 0 (inactive). (3) The molecule is OC1C2(C(C3C(C4(C(CC3)C\C(=N\O)CC4)C)CC2)CC1)C. The result is 0 (inactive). (4) The compound is Clc1c(S(=O)(=O)Nc2ccc(Oc3ccc(OCC)cc3)cc2)cc(cc1)C(O)=O. The result is 0 (inactive).